Predict the reactants needed to synthesize the given product. From a dataset of Full USPTO retrosynthesis dataset with 1.9M reactions from patents (1976-2016). (1) Given the product [F:16][C:17]([F:25])([F:26])[C@H:18]1[CH2:19][CH2:20][C@H:21]([NH:24][C:5](=[O:7])[C:4]2[CH:8]=[C:9]([N+:13]([O-:15])=[O:14])[C:10]([NH2:12])=[CH:11][C:3]=2[O:2][CH3:1])[CH2:22][CH2:23]1, predict the reactants needed to synthesize it. The reactants are: [CH3:1][O:2][C:3]1[CH:11]=[C:10]([NH2:12])[C:9]([N+:13]([O-:15])=[O:14])=[CH:8][C:4]=1[C:5]([OH:7])=O.[F:16][C:17]([F:26])([F:25])[C@H:18]1[CH2:23][CH2:22][C@H:21]([NH2:24])[CH2:20][CH2:19]1.CN(C(ON1N=NC2C=CC=CC1=2)=[N+](C)C)C.[B-](F)(F)(F)F.C(Cl)Cl.CCO. (2) Given the product [F:32][C:2]1([F:1])[O:6][C:5]2[CH:7]=[CH:8][C:9]([C:11]3([C:14]([NH:16][C:17]4[CH:18]=[CH:19][C:20]([CH3:31])=[C:21]([C:23]5[CH:28]=[CH:27][C:26](=[O:29])[NH:25][CH:24]=5)[N:22]=4)=[O:15])[CH2:13][CH2:12]3)=[CH:10][C:4]=2[O:3]1, predict the reactants needed to synthesize it. The reactants are: [F:1][C:2]1([F:32])[O:6][C:5]2[CH:7]=[CH:8][C:9]([C:11]3([C:14]([NH:16][C:17]4[N:22]=[C:21]([C:23]5[CH:24]=[N:25][C:26]([O:29]C)=[CH:27][CH:28]=5)[C:20]([CH3:31])=[CH:19][CH:18]=4)=[O:15])[CH2:13][CH2:12]3)=[CH:10][C:4]=2[O:3]1.C(N(CC)CC)C. (3) Given the product [CH2:30]([O:7][C:6](=[O:8])[C:5]1[CH:9]=[CH:10][C:2]([NH2:1])=[CH:3][C:4]=1[OH:11])[C:31]1[CH:36]=[CH:35][CH:34]=[CH:33][CH:32]=1, predict the reactants needed to synthesize it. The reactants are: [NH2:1][C:2]1[CH:3]=[C:4]([OH:11])[C:5](=[CH:9][CH:10]=1)[C:6]([OH:8])=[O:7].[NH+]1C=CC=CC=1.CN(C)CCCN=C=NCC.Cl.[CH2:30](O)[C:31]1[CH:36]=[CH:35][CH:34]=[CH:33][CH:32]=1.[OH-].[Na+]. (4) Given the product [CH3:11][S:12][C:2]1[CH:3]=[CH:4][C:5]([N+:8]([O-:10])=[O:9])=[N:6][CH:7]=1, predict the reactants needed to synthesize it. The reactants are: Cl[C:2]1[CH:3]=[CH:4][C:5]([N+:8]([O-:10])=[O:9])=[N:6][CH:7]=1.[CH3:11][S-:12].[Na+]. (5) Given the product [CH3:1][N:2]([CH3:31])[C:3](=[O:30])[CH2:4][N:5]1[C:14]2[C:9](=[N:10][CH:11]=[C:12]([CH2:15][C:16]3[CH:21]=[CH:20][C:19]([F:22])=[CH:18][CH:17]=3)[CH:13]=2)[C:8]([OH:23])=[C:7]([C:24]([NH:35][CH2:34][CH2:32][OH:33])=[O:25])[C:6]1=[O:29], predict the reactants needed to synthesize it. The reactants are: [CH3:1][N:2]([CH3:31])[C:3](=[O:30])[CH2:4][N:5]1[C:14]2[C:9](=[N:10][CH:11]=[C:12]([CH2:15][C:16]3[CH:21]=[CH:20][C:19]([F:22])=[CH:18][CH:17]=3)[CH:13]=2)[C:8]([OH:23])=[C:7]([C:24](OCC)=[O:25])[C:6]1=[O:29].[CH2:32]([CH2:34][NH2:35])[OH:33]. (6) Given the product [OH:10][CH2:11][CH:12]([CH2:16][OH:15])[OH:13].[CH2:18]([NH:26][C:1](=[O:3])[O-:4])[CH2:19][CH2:20][CH2:21][CH2:22][CH2:23][CH2:24][CH3:25], predict the reactants needed to synthesize it. The reactants are: [C:1]([O:4]CCCOC)(=[O:3])C.[OH:10][CH2:11][CH:12]1[CH2:16][O:15]C(=O)[O:13]1.[CH2:18]([NH2:26])[CH2:19][CH2:20][CH2:21][CH2:22][CH2:23][CH2:24][CH3:25]. (7) Given the product [F:18][C:19]1[CH:27]=[C:26]([F:28])[CH:25]=[C:24]([F:29])[C:20]=1[C:21]([NH:13][C:10]1[CH:9]=[CH:8][C:7]([C:6]2[N:2]([CH3:1])[N:3]=[C:4]([C:14]([F:15])([F:16])[F:17])[CH:5]=2)=[CH:12][CH:11]=1)=[O:22], predict the reactants needed to synthesize it. The reactants are: [CH3:1][N:2]1[C:6]([C:7]2[CH:12]=[CH:11][C:10]([NH2:13])=[CH:9][CH:8]=2)=[CH:5][C:4]([C:14]([F:17])([F:16])[F:15])=[N:3]1.[F:18][C:19]1[CH:27]=[C:26]([F:28])[CH:25]=[C:24]([F:29])[C:20]=1[C:21](Cl)=[O:22].CCN(C(C)C)C(C)C.C([O-])(O)=O.[Na+].C(Cl)Cl. (8) Given the product [Cl:15][C:14]1[C:5]2[O:4][CH2:3][C@H:2]([NH:1][C:18](=[O:19])[CH:17]([CH3:16])[C:21]([NH:23][CH2:24][C:25]([F:30])([F:31])[C:26]([F:27])([F:28])[F:29])=[O:22])[C:8](=[O:9])[N:7]([CH3:10])[C:6]=2[CH:11]=[CH:12][CH:13]=1, predict the reactants needed to synthesize it. The reactants are: [NH2:1][C@@H:2]1[C:8](=[O:9])[N:7]([CH3:10])[C:6]2[CH:11]=[CH:12][CH:13]=[C:14]([Cl:15])[C:5]=2[O:4][CH2:3]1.[CH3:16][CH:17]([C:21]([NH:23][CH2:24][C:25]([F:31])([F:30])[C:26]([F:29])([F:28])[F:27])=[O:22])[C:18](O)=[O:19]. (9) The reactants are: [CH3:1][C@H:2]1[C:6](=[O:7])[CH2:5][CH2:4][N:3]1[C:8]([O:10][CH2:11][C:12]1[CH:17]=[CH:16][CH:15]=[CH:14][CH:13]=1)=[O:9].[F:18][C:19]([Si](C)(C)C)([F:21])[F:20].[F-].C([N+](CCCC)(CCCC)CCCC)CCC.C1COCC1.O. Given the product [OH:7][C@@:6]1([C:19]([F:21])([F:20])[F:18])[CH2:5][CH2:4][N:3]([C:8]([O:10][CH2:11][C:12]2[CH:17]=[CH:16][CH:15]=[CH:14][CH:13]=2)=[O:9])[C@H:2]1[CH3:1], predict the reactants needed to synthesize it.